Task: Predict the product of the given reaction.. Dataset: Forward reaction prediction with 1.9M reactions from USPTO patents (1976-2016) (1) Given the reactants [OH:1][C:2]1[CH:7]=[CH:6][C:5]([CH2:8][C:9]([NH:11][C:12]2[CH:21]=[C:20]3[C:15]([CH2:16][CH2:17][C:18](=[CH:23][C:24]4[CH:29]=[CH:28][CH:27]=[CH:26][CH:25]=4)[C:19]3=[O:22])=[CH:14][CH:13]=2)=[O:10])=[CH:4][C:3]=1[O:30][CH3:31], predict the reaction product. The product is: [OH:1][C:2]1[CH:7]=[CH:6][C:5]([CH2:8][C:9]([NH:11][C:12]2[CH:21]=[C:20]3[C:15]([CH2:16][CH2:17][CH:18]([CH2:23][C:24]4[CH:25]=[CH:26][CH:27]=[CH:28][CH:29]=4)[C:19]3=[O:22])=[CH:14][CH:13]=2)=[O:10])=[CH:4][C:3]=1[O:30][CH3:31]. (2) Given the reactants OS(O)(=O)=O.O=S(=O)=O.[N+:10]([O-:13])(O)=[O:11].[Cl:14][C:15]1[CH:20]=[CH:19][C:18]([Cl:21])=[CH:17][N+:16]=1[O-:22], predict the reaction product. The product is: [Cl:14][C:15]1[CH:20]=[C:19]([N+:10]([O-:13])=[O:11])[C:18]([Cl:21])=[CH:17][N+:16]=1[O-:22]. (3) The product is: [O:40]=[S:21]1(=[O:20])[CH2:22][CH2:23][N:24]([C:27]2[CH:28]=[C:29]([NH:39][C:2]3[C:11]4[C:6](=[CH:7][C:8]([F:12])=[CH:9][CH:10]=4)[N:5]=[C:4]([C:13]4[CH:18]=[CH:17][CH:16]=[CH:15][N:14]=4)[C:3]=3[CH3:19])[C:30]([N:33]3[CH2:38][CH2:37][O:36][CH2:35][CH2:34]3)=[N:31][CH:32]=2)[CH2:25][CH2:26]1. Given the reactants Cl[C:2]1[C:11]2[C:6](=[CH:7][C:8]([F:12])=[CH:9][CH:10]=2)[N:5]=[C:4]([C:13]2[CH:18]=[CH:17][CH:16]=[CH:15][N:14]=2)[C:3]=1[CH3:19].[O:20]=[S:21]1(=[O:40])[CH2:26][CH2:25][N:24]([C:27]2[CH:28]=[C:29]([NH2:39])[C:30]([N:33]3[CH2:38][CH2:37][O:36][CH2:35][CH2:34]3)=[N:31][CH:32]=2)[CH2:23][CH2:22]1.Cl.O1CCOCC1, predict the reaction product. (4) Given the reactants O1CCCC1.[C:6]([O:10][C:11]([NH:13][CH2:14][CH2:15][C:16]1[CH:24]=[CH:23][C:19]([C:20](O)=[O:21])=[CH:18][CH:17]=1)=[O:12])([CH3:9])([CH3:8])[CH3:7], predict the reaction product. The product is: [OH:21][CH2:20][C:19]1[CH:23]=[CH:24][C:16]([CH2:15][CH2:14][NH:13][C:11](=[O:12])[O:10][C:6]([CH3:9])([CH3:7])[CH3:8])=[CH:17][CH:18]=1. (5) Given the reactants [Cl:1][C:2]1[C:8]([Cl:9])=[CH:7][CH:6]=[CH:5][C:3]=1[NH2:4].[S-:10][C:11]#[N:12].[K+].BrBr, predict the reaction product. The product is: [NH2:12][C:11]1[S:10][C:5]2[CH:6]=[CH:7][C:8]([Cl:9])=[C:2]([Cl:1])[C:3]=2[N:4]=1. (6) The product is: [C:10]([OH:19])(=[O:20])[C:1]1[CH:6]=[CH:5][CH:4]=[CH:3][CH:2]=1.[CH:7](=[O:8])[C:1]1[CH:6]=[CH:5][CH:4]=[CH:3][CH:2]=1. Given the reactants [C:1]1([CH3:7])[CH:6]=[CH:5][CH:4]=[CH:3][CH:2]=1.[OH:8]N1C(=O)N(O)C(=O)N(O)[C:10]1=[O:19].[O:20]=O, predict the reaction product. (7) Given the reactants [OH:1][CH2:2][CH2:3][CH2:4][CH2:5][CH2:6][CH2:7][CH2:8][CH2:9][CH2:10][CH2:11][CH2:12][CH2:13][CH2:14][CH2:15][CH2:16][C:17]([OH:19])=[O:18].[CH2:20](O)[C:21]1[CH:26]=[CH:25][CH:24]=[CH:23][CH:22]=1.C1(C)C=CC(S(O)(=O)=O)=CC=1, predict the reaction product. The product is: [OH:1][CH2:2][CH2:3][CH2:4][CH2:5][CH2:6][CH2:7][CH2:8][CH2:9][CH2:10][CH2:11][CH2:12][CH2:13][CH2:14][CH2:15][CH2:16][C:17]([O:19][CH2:20][C:21]1[CH:26]=[CH:25][CH:24]=[CH:23][CH:22]=1)=[O:18]. (8) Given the reactants [Cl:1][C:2]1[N:10]=[C:9]2[C:5]([N:6]=[C:7]([C:12]3([OH:18])CCOC[CH2:13]3)[N:8]2[CH3:11])=[C:4]([N:19]2[CH2:24][CH2:23][O:22][CH2:21][C@@H:20]2[CH3:25])[N:3]=1.O=C1C[N:29]([C:31]([O:33][C:34]([CH3:37])([CH3:36])[CH3:35])=[O:32])[CH2:28]1, predict the reaction product. The product is: [Cl:1][C:2]1[N:10]=[C:9]2[C:5]([N:6]=[C:7]([C:12]3([OH:18])[CH2:28][N:29]([C:31]([O:33][C:34]([CH3:37])([CH3:36])[CH3:35])=[O:32])[CH2:13]3)[N:8]2[CH3:11])=[C:4]([N:19]2[CH2:24][CH2:23][O:22][CH2:21][C@@H:20]2[CH3:25])[N:3]=1. (9) Given the reactants [Br:1][C:2]1[O:6][C:5]([CH:7]=[CH:8]C(N=[N+]=[N-])=O)=[CH:4][CH:3]=1.C([N:18]([CH2:23]CCC)CCCC)CCC.C[O:28]C(C)(C)C, predict the reaction product. The product is: [Br:1][C:2]1[O:6][C:5]2[CH:7]=[CH:8][NH:18][C:23](=[O:28])[C:4]=2[CH:3]=1.